Dataset: Forward reaction prediction with 1.9M reactions from USPTO patents (1976-2016). Task: Predict the product of the given reaction. (1) Given the reactants Cl[C:2]1[CH:7]=[C:6]([NH:8][NH2:9])[N:5]=[CH:4][N:3]=1.Cl.[F:11][C:12]1([F:17])[CH2:16][CH2:15][NH:14][CH2:13]1.C(N(C(C)C)C(C)C)C.FC(F)(F)C(O)=O.CN([CH:37]=[C:38]([N:44]1[CH:48]=[C:47]([C:49]#[N:50])[N:46]=[CH:45]1)[C:39](OCC)=[O:40])C.Cl, predict the reaction product. The product is: [F:11][C:12]1([F:17])[CH2:16][CH2:15][N:14]([C:2]2[N:3]=[CH:4][N:5]=[C:6]([N:8]3[C:39](=[O:40])[C:38]([N:44]4[CH:48]=[C:47]([C:49]#[N:50])[N:46]=[CH:45]4)=[CH:37][NH:9]3)[CH:7]=2)[CH2:13]1. (2) Given the reactants Br[C:2]1[CH:9]=[CH:8][CH:7]=[CH:6][C:3]=1[C:4]#[N:5].[C:25]1([CH3:30])[CH:26]=[CH:27][CH:28]=[CH:29][C:24]=1P([C:24]1[CH:29]=[CH:28][CH:27]=[CH:26][C:25]=1[CH3:30])[C:24]1[CH:29]=[CH:28][CH:27]=[CH:26][C:25]=1[CH3:30].C(N(CC)CC)C.CN([CH:42]=[O:43])C, predict the reaction product. The product is: [C:4]([C:3]1[CH:6]=[CH:7][CH:8]=[CH:9][C:2]=1[C:27]1[CH2:28][CH:29]2[CH:25]([CH:26]=1)[CH2:30][C:42](=[O:43])[CH2:24]2)#[N:5]. (3) The product is: [Cl:54][C:49]1[CH:48]=[C:47]([CH:52]=[CH:51][C:50]=1[Cl:53])[CH2:46][O:45][C:42]1[CH:41]=[CH:40][C:39]([C@H:37]2[CH2:36][O:35][C:31]3=[CH:32][C:33]4[CH2:34][C@@H:25]([C:23]([NH:22][C@@H:6]([CH2:7][C:8]5[CH:13]=[CH:12][C:11]([C:14]6[CH:19]=[CH:18][N:17]=[C:16]([CH3:20])[C:15]=6[CH3:21])=[CH:10][CH:9]=5)[C:5]([OH:4])=[O:55])=[O:24])[N:26]([C:62]([C:61]5[C:57]([CH3:56])=[N:58][O:59][C:60]=5[CH3:65])=[O:63])[CH2:27][C:28]=4[CH:29]=[C:30]3[O:38]2)=[CH:44][CH:43]=1. Given the reactants Cl.Cl.C[O:4][C:5](=[O:55])[C@@H:6]([NH:22][C:23]([C@@H:25]1[CH2:34][C:33]2[CH:32]=[C:31]3[O:35][CH2:36][C@H:37]([C:39]4[CH:44]=[CH:43][C:42]([O:45][CH2:46][C:47]5[CH:52]=[CH:51][C:50]([Cl:53])=[C:49]([Cl:54])[CH:48]=5)=[CH:41][CH:40]=4)[O:38][C:30]3=[CH:29][C:28]=2[CH2:27][NH:26]1)=[O:24])[CH2:7][C:8]1[CH:13]=[CH:12][C:11]([C:14]2[CH:19]=[CH:18][N:17]=[C:16]([CH3:20])[C:15]=2[CH3:21])=[CH:10][CH:9]=1.[CH3:56][C:57]1[C:61]([C:62](Cl)=[O:63])=[C:60]([CH3:65])[O:59][N:58]=1, predict the reaction product. (4) Given the reactants [N+:1]([C:4]1[CH:9]=[CH:8][CH:7]=[CH:6][C:5]=1B(O)O)([O-:3])=[O:2].Br[C:14]1[CH:20]=[CH:19][C:17]([NH2:18])=[C:16]([CH2:21][CH3:22])[CH:15]=1, predict the reaction product. The product is: [NH2:18][C:17]1[CH:19]=[CH:20][C:14]([C:6]2[CH:7]=[CH:8][CH:9]=[C:4]([N+:1]([O-:3])=[O:2])[CH:5]=2)=[CH:15][C:16]=1[CH2:21][CH3:22].